Dataset: Catalyst prediction with 721,799 reactions and 888 catalyst types from USPTO. Task: Predict which catalyst facilitates the given reaction. Reactant: CB1N2CCC[C@@H]2C(C2C=CC=CC=2)(C2C=CC=CC=2)O1.C1(C)C=CC=CC=1.[F:29][C:30]([F:71])([F:70])[C:31]1[CH:32]=[C:33]([NH:41][C:42](=[O:69])[N:43]([CH:59]2[CH2:64][CH2:63][CH:62]([C:65]([CH3:68])([CH3:67])[CH3:66])[CH2:61][CH2:60]2)[CH2:44][C:45]2[CH:50]=[CH:49][C:48]([C:51](=[O:58])[CH2:52][C:53]3[N:54]=[N:55][NH:56][N:57]=3)=[CH:47][CH:46]=2)[CH:34]=[C:35]([C:37]([F:40])([F:39])[F:38])[CH:36]=1. Product: [F:71][C:30]([F:29])([F:70])[C:31]1[CH:32]=[C:33]([NH:41][C:42](=[O:69])[N:43]([CH:59]2[CH2:60][CH2:61][CH:62]([C:65]([CH3:66])([CH3:67])[CH3:68])[CH2:63][CH2:64]2)[CH2:44][C:45]2[CH:46]=[CH:47][C:48]([CH:51]([OH:58])[CH2:52][C:53]3[N:54]=[N:55][NH:56][N:57]=3)=[CH:49][CH:50]=2)[CH:34]=[C:35]([C:37]([F:38])([F:39])[F:40])[CH:36]=1. The catalyst class is: 1.